Dataset: NCI-60 drug combinations with 297,098 pairs across 59 cell lines. Task: Regression. Given two drug SMILES strings and cell line genomic features, predict the synergy score measuring deviation from expected non-interaction effect. Drug 1: CN1C2=C(C=C(C=C2)N(CCCl)CCCl)N=C1CCCC(=O)O.Cl. Drug 2: C1=NC2=C(N=C(N=C2N1C3C(C(C(O3)CO)O)F)Cl)N. Cell line: MDA-MB-435. Synergy scores: CSS=17.0, Synergy_ZIP=-7.86, Synergy_Bliss=-10.6, Synergy_Loewe=-13.0, Synergy_HSA=-10.4.